This data is from Catalyst prediction with 721,799 reactions and 888 catalyst types from USPTO. The task is: Predict which catalyst facilitates the given reaction. Reactant: [Cl:1][C:2]1[C:3]([C:15]2[CH:20]=[CH:19][CH:18]=[C:17]([NH:21][CH2:22][C:23]3[CH:28]=[CH:27][CH:26]=[C:25]([F:29])[CH:24]=3)[N:16]=2)=[CH:4][C:5]([NH:8][C@@H:9]2[CH2:13][CH2:12][C@H:11](O)[CH2:10]2)=[N:6][CH:7]=1.ClC1C(C2C=CC=C(NCC3C=CC=C(F)C=3)N=2)=CC(F)=[N:35]C=1.N[C@@H]1CC[C@H](O)C1.C(N(CC)CC)C. Product: [NH2:35][C@@H:11]1[CH2:12][CH2:13][C@@H:9]([NH:8][C:5]2[CH:4]=[C:3]([C:15]3[CH:20]=[CH:19][CH:18]=[C:17]([NH:21][CH2:22][C:23]4[CH:28]=[CH:27][CH:26]=[C:25]([F:29])[CH:24]=4)[N:16]=3)[C:2]([Cl:1])=[CH:7][N:6]=2)[CH2:10]1. The catalyst class is: 37.